From a dataset of Forward reaction prediction with 1.9M reactions from USPTO patents (1976-2016). Predict the product of the given reaction. (1) The product is: [CH3:9][O:10][C:11]1[CH:16]=[C:15]([N:17]=[CH:1][C:2]2[CH:3]=[N:4][CH:5]=[CH:6][CH:7]=2)[CH:14]=[CH:13][N:12]=1. Given the reactants [CH:1](=O)[C:2]1[CH:7]=[CH:6][CH:5]=[N:4][CH:3]=1.[CH3:9][O:10][C:11]1[CH:16]=[C:15]([NH2:17])[CH:14]=[CH:13][N:12]=1.S([O-])([O-])(=O)=O.[Mg+2], predict the reaction product. (2) Given the reactants [CH3:1][O:2][C:3]1[CH:8]=[CH:7][CH:6]=[C:5]([O:9][CH3:10])[C:4]=1[CH:11]1[NH:16][C:15](=[O:17])[CH2:14][CH2:13][CH2:12]1.Cl[CH2:19][C:20]1[CH:25]=[CH:24][C:23]([O:26][CH3:27])=[CH:22][CH:21]=1, predict the reaction product. The product is: [CH3:1][O:2][C:3]1[CH:8]=[CH:7][CH:6]=[C:5]([O:9][CH3:10])[C:4]=1[CH:11]1[N:16]([CH2:19][C:20]2[CH:25]=[CH:24][C:23]([O:26][CH3:27])=[CH:22][CH:21]=2)[C:15](=[O:17])[CH2:14][CH2:13][CH2:12]1.